From a dataset of Catalyst prediction with 721,799 reactions and 888 catalyst types from USPTO. Predict which catalyst facilitates the given reaction. (1) Reactant: [C:1]1([C:15]([O:17][CH3:18])=[O:16])[CH:6]=[C:5]([C:7]([O:9][CH3:10])=[O:8])[CH:4]=[C:3]([C:11](OC)=[O:12])[CH:2]=1.[BH4-].[Na+].CO. Product: [OH:12][CH2:11][C:3]1[CH:4]=[C:5]([C:7]([O:9][CH3:10])=[O:8])[CH:6]=[C:1]([CH:2]=1)[C:15]([O:17][CH3:18])=[O:16]. The catalyst class is: 1. (2) Reactant: [C:1]([C:4]1[CH:9]=[CH:8][CH:7]=[C:6]([C:10](=O)[CH3:11])[N:5]=1)(=O)[CH3:2].[F:13][C:14]1[CH:20]=[CH:19][CH:18]=[C:17]([F:21])[C:15]=1[NH2:16]. Product: [F:13][C:14]1[CH:20]=[CH:19][CH:18]=[C:17]([F:21])[C:15]=1[N:16]=[C:1]([C:4]1[CH:9]=[CH:8][CH:7]=[C:6]([C:10](=[N:16][C:15]2[C:14]([F:13])=[CH:20][CH:19]=[CH:18][C:17]=2[F:21])[CH3:11])[N:5]=1)[CH3:2]. The catalyst class is: 11.